Dataset: Forward reaction prediction with 1.9M reactions from USPTO patents (1976-2016). Task: Predict the product of the given reaction. (1) Given the reactants [CH2:1]([O:3][C:4]([C:6]1[CH:7]=[C:8]2[C:13](=[CH:14][CH:15]=1)[NH:12][C:11]([CH2:16][CH3:17])=[CH:10][C:9]2=[O:18])=[O:5])[CH3:2].[H-].[Na+].[CH3:21][C:22]1[C:23]([N:28]([CH2:53][O:54][CH2:55][CH2:56][O:57][CH3:58])[S:29]([C:32]2[S:33][C:34]([CH3:52])=[CH:35][C:36]=2[C:37]2[CH:48]=[CH:47][C:40]([CH2:41]OS(C)(=O)=O)=[CH:39][C:38]=2[CH2:49][O:50][CH3:51])(=[O:31])=[O:30])=[N:24][O:25][C:26]=1[CH3:27].O, predict the reaction product. The product is: [CH2:1]([O:3][C:4]([C:6]1[CH:7]=[C:8]2[C:13](=[CH:14][CH:15]=1)[N:12]=[C:11]([CH2:16][CH3:17])[CH:10]=[C:9]2[O:18][CH2:41][C:40]1[CH:47]=[CH:48][C:37]([C:36]2[CH:35]=[C:34]([CH3:52])[S:33][C:32]=2[S:29](=[O:30])(=[O:31])[N:28]([C:23]2[C:22]([CH3:21])=[C:26]([CH3:27])[O:25][N:24]=2)[CH2:53][O:54][CH2:55][CH2:56][O:57][CH3:58])=[C:38]([CH2:49][O:50][CH3:51])[CH:39]=1)=[O:5])[CH3:2]. (2) Given the reactants [CH3:1][C:2]1[C:11]2[C:6](=[CH:7][CH:8]=[CH:9][CH:10]=2)[C:5]([C:12]#[N:13])=[CH:4][CH:3]=1.[Li+].CC([N-]C(C)C)C.Cl[C:23]([O:25][CH3:26])=[O:24], predict the reaction product. The product is: [CH3:26][O:25][C:23](=[O:24])[CH2:1][C:2]1[C:11]2[C:6](=[CH:7][CH:8]=[CH:9][CH:10]=2)[C:5]([C:12]#[N:13])=[CH:4][CH:3]=1. (3) Given the reactants [F:1][C:2]([F:30])([F:29])[CH2:3][C:4]1[C:5]([CH2:20][NH:21]C(=O)OC(C)(C)C)=[CH:6][C:7]([C:10]2[CH:11]=[N:12][C:13]([C:16]([F:19])([F:18])[F:17])=[N:14][CH:15]=2)=[N:8][CH:9]=1.[ClH:31], predict the reaction product. The product is: [ClH:31].[F:30][C:2]([F:1])([F:29])[CH2:3][C:4]1[C:5]([CH2:20][NH2:21])=[CH:6][C:7]([C:10]2[CH:15]=[N:14][C:13]([C:16]([F:18])([F:19])[F:17])=[N:12][CH:11]=2)=[N:8][CH:9]=1. (4) The product is: [C:1]([C@H:5]1[CH2:6][CH2:7][C@H:8]([O:11][C:12]2[CH:17]=[CH:16][C:15]([NH:18][CH:19]3[CH2:24][CH2:23][CH2:22][NH:21][CH2:20]3)=[CH:14][CH:13]=2)[CH2:9][CH2:10]1)([CH3:4])([CH3:2])[CH3:3]. Given the reactants [C:1]([C@H:5]1[CH2:10][CH2:9][C@H:8]([O:11][C:12]2[CH:17]=[CH:16][C:15]([NH:18][CH:19]3[CH2:24][CH2:23][CH2:22][N:21](C(OC(C)(C)C)=O)[CH2:20]3)=[CH:14][CH:13]=2)[CH2:7][CH2:6]1)([CH3:4])([CH3:3])[CH3:2], predict the reaction product. (5) The product is: [CH:1]1([NH:7][C:11]([C:13]2[C:14](=[O:26])[N:15]([CH3:25])[C:16]3[C:21]([C:22]=2[OH:23])=[CH:20][C:19]([CH3:24])=[CH:18][CH:17]=3)=[O:10])[CH2:6][CH2:5][CH2:4][CH2:3][CH2:2]1. Given the reactants [CH:1]1([NH2:7])[CH2:6][CH2:5][CH2:4][CH2:3][CH2:2]1.C([O:10][C:11]([C:13]1[C:14](=[O:26])[N:15]([CH3:25])[C:16]2[C:21]([C:22]=1[OH:23])=[CH:20][C:19]([CH3:24])=[CH:18][CH:17]=2)=O)C, predict the reaction product. (6) The product is: [OH:8][CH2:9][C:10]1[CH:11]=[C:12]2[C:16](=[CH:17][CH:18]=1)[N:15]([C:24]1[CH:29]=[C:28]([I:30])[CH:27]=[CH:26][N:25]=1)[N:14]=[C:13]2[C:19]([OH:21])=[O:20]. Given the reactants [Si]([O:8][CH2:9][C:10]1[CH:11]=[C:12]2[C:16](=[CH:17][CH:18]=1)[NH:15][N:14]=[C:13]2[C:19]([O:21]C)=[O:20])(C(C)(C)C)(C)C.F[C:24]1[CH:29]=[C:28]([I:30])[CH:27]=[CH:26][N:25]=1, predict the reaction product. (7) Given the reactants [OH:1][CH:2]1[CH2:8][CH:7]2[N:9]([CH2:10][C:11]3[CH:16]=[CH:15][C:14]([C:17]4[CH:39]=[N:38][C:20]5[N:21]([CH2:30][O:31][CH2:32][CH2:33][Si:34]([CH3:37])([CH3:36])[CH3:35])[C:22]6[CH:27]=[N:26][C:25]([C:28]#[N:29])=[CH:24][C:23]=6[C:19]=5[CH:18]=4)=[CH:13][CH:12]=3)[CH:4]([CH2:5][CH2:6]2)[CH2:3]1.[CH:40]1[N:44]=[CH:43][N:42]([C:45](N2C=NC=C2)=[S:46])[CH:41]=1, predict the reaction product. The product is: [C:28]([C:25]1[N:26]=[CH:27][C:22]2[N:21]([CH2:30][O:31][CH2:32][CH2:33][Si:34]([CH3:35])([CH3:36])[CH3:37])[C:20]3[N:38]=[CH:39][C:17]([C:14]4[CH:15]=[CH:16][C:11]([CH2:10][N:9]5[CH:7]6[CH2:6][CH2:5][CH:4]5[CH2:3][CH:2]([O:1][C:45]([N:42]5[CH:41]=[CH:40][N:44]=[CH:43]5)=[S:46])[CH2:8]6)=[CH:12][CH:13]=4)=[CH:18][C:19]=3[C:23]=2[CH:24]=1)#[N:29]. (8) Given the reactants [CH2:1]([O:3][C:4](=[O:19])[CH:5]([CH2:10][C:11](=O)[C:12]1[CH:17]=[CH:16][CH:15]=[CH:14][CH:13]=1)[C:6](=[O:9])[CH2:7][CH3:8])[CH3:2].[OH-].[Na+].CCOCC, predict the reaction product. The product is: [CH2:1]([O:3][C:4]([CH:5]1[CH2:10][C:11]([C:12]2[CH:17]=[CH:16][CH:15]=[CH:14][CH:13]=2)=[C:7]([CH3:8])[C:6]1=[O:9])=[O:19])[CH3:2].